The task is: Predict the product of the given reaction.. This data is from Forward reaction prediction with 1.9M reactions from USPTO patents (1976-2016). Given the reactants [OH-].[Na+].[S:3]1[CH:7]=[CH:6][CH:5]=[C:4]1[S:8][CH2:9][CH2:10][N:11]1[CH2:16][CH2:15][C@@H:14]([CH2:17][CH2:18][CH:19]([NH2:32])[C:20]2[C:29]3[C:24](=[CH:25][CH:26]=[C:27]([O:30][CH3:31])[CH:28]=3)[N:23]=[CH:22][CH:21]=2)[C@@H:13]([C:33]([O:35]C)=[O:34])[CH2:12]1, predict the reaction product. The product is: [S:3]1[CH:7]=[CH:6][CH:5]=[C:4]1[S:8][CH2:9][CH2:10][N:11]1[CH2:16][CH2:15][C@@H:14]([CH2:17][CH2:18][CH:19]([NH2:32])[C:20]2[C:29]3[C:24](=[CH:25][CH:26]=[C:27]([O:30][CH3:31])[CH:28]=3)[N:23]=[CH:22][CH:21]=2)[C@@H:13]([C:33]([OH:35])=[O:34])[CH2:12]1.